This data is from Reaction yield outcomes from USPTO patents with 853,638 reactions. The task is: Predict the reaction yield, written as a fraction of the theoretical maximum amount of product (1.0 means a 100% yield; for example, 0.34 means a 34% yield). The reactants are Cl[CH2:2][C:3]1[S:7][C:6]([C:8]2[NH:9][C:10]3[C:15]([CH:16]=2)=[C:14]([CH3:17])[CH:13]=[CH:12][C:11]=3[N:18]([CH3:27])[S:19]([C:22]2[S:23][CH:24]=[CH:25][CH:26]=2)(=[O:21])=[O:20])=[N:5][CH:4]=1.[NH:28]1[CH2:32][CH2:31][CH:30]([OH:33])[CH2:29]1.C(=O)([O-])[O-].[K+].[K+].O. The product is [OH:33][CH:30]1[CH2:31][CH2:32][N:28]([CH2:2][C:3]2[S:7][C:6]([C:8]3[NH:9][C:10]4[C:15]([CH:16]=3)=[C:14]([CH3:17])[CH:13]=[CH:12][C:11]=4[N:18]([CH3:27])[S:19]([C:22]3[S:23][CH:24]=[CH:25][CH:26]=3)(=[O:21])=[O:20])=[N:5][CH:4]=2)[CH2:29]1. The catalyst is CN(C)C=O. The yield is 0.590.